This data is from Forward reaction prediction with 1.9M reactions from USPTO patents (1976-2016). The task is: Predict the product of the given reaction. Given the reactants [F:1][C:2]1[CH:11]=[C:10]([F:12])[CH:9]=[C:8]2[C:3]=1[CH:4]=[CH:5][C:6]([C:13](=O)[CH3:14])=[CH:7]2.C([O-])(=O)C.[NH4+].C([BH3-])#[N:22].[Na+], predict the reaction product. The product is: [F:1][C:2]1[CH:11]=[C:10]([F:12])[CH:9]=[C:8]2[C:3]=1[CH:4]=[CH:5][C:6]([CH:13]([NH2:22])[CH3:14])=[CH:7]2.